Predict the reactants needed to synthesize the given product. From a dataset of Full USPTO retrosynthesis dataset with 1.9M reactions from patents (1976-2016). (1) Given the product [CH3:32][C:13]1[CH:12]=[C:6]([CH:5]=[C:4]([CH3:3])[C:14]=1[NH:15][C:16](=[O:31])[C:17]1[CH:22]=[C:21]([N:23]2[CH2:24][CH2:25][C:26](=[O:29])[CH2:27][CH2:28]2)[CH:20]=[CH:19][C:18]=1[CH3:30])[C:7]([OH:9])=[O:8], predict the reactants needed to synthesize it. The reactants are: [OH-].[Na+].[CH3:3][C:4]1[CH:5]=[C:6]([CH:12]=[C:13]([CH3:32])[C:14]=1[NH:15][C:16](=[O:31])[C:17]1[CH:22]=[C:21]([N:23]2[CH2:28][CH2:27][C:26](=[O:29])[CH2:25][CH2:24]2)[CH:20]=[CH:19][C:18]=1[CH3:30])[C:7]([O:9]CC)=[O:8].CO. (2) The reactants are: [CH3:1][O:2][C:3](=[O:28])[CH2:4][C:5]1[CH:14]=[C:13]([O:15][C:16]2[CH:21]=[CH:20][C:19]([S:22]([CH2:25][CH3:26])(=[O:24])=[O:23])=[CH:18][N:17]=2)[C:12]2[C:7](=[CH:8][CH:9]=[C:10](Br)[CH:11]=2)[CH:6]=1.[CH3:29]B(O)O.P([O-])([O-])([O-])=O.[K+].[K+].[K+].C1(C)C=CC=CC=1. Given the product [CH3:1][O:2][C:3](=[O:28])[CH2:4][C:5]1[CH:14]=[C:13]([O:15][C:16]2[CH:21]=[CH:20][C:19]([S:22]([CH2:25][CH3:26])(=[O:24])=[O:23])=[CH:18][N:17]=2)[C:12]2[C:7](=[CH:8][CH:9]=[C:10]([CH3:29])[CH:11]=2)[CH:6]=1, predict the reactants needed to synthesize it. (3) Given the product [C:28]([C:24]1[CH:23]=[C:22]([NH:21][C:4]([C:6]2[CH:11]=[C:10]([C:12]3[CH:13]=[C:14]([F:19])[CH:15]=[C:16]([F:18])[CH:17]=3)[CH:9]=[C:8]([CH3:20])[N:7]=2)=[O:5])[CH:27]=[CH:26][N:25]=1)#[N:29], predict the reactants needed to synthesize it. The reactants are: C(O[C:4]([C:6]1[CH:11]=[C:10]([C:12]2[CH:17]=[C:16]([F:18])[CH:15]=[C:14]([F:19])[CH:13]=2)[CH:9]=[C:8]([CH3:20])[N:7]=1)=[O:5])C.[NH2:21][C:22]1[CH:27]=[CH:26][N:25]=[C:24]([C:28]#[N:29])[CH:23]=1. (4) Given the product [CH3:20][N:18]1[CH:19]=[C:15]([N:14]2[C:5]3[C:4]4[CH:3]=[C:2]([C:32]5[CH:31]=[N:30][CH:29]=[C:28]([O:27][CH:26]([CH2:25][F:24])[CH2:43][F:44])[CH:33]=5)[CH:11]=[CH:10][C:9]=4[N:8]=[CH:7][C:6]=3[N:12]([CH3:23])[C:13]2=[O:22])[C:16]([CH3:21])=[N:17]1, predict the reactants needed to synthesize it. The reactants are: Br[C:2]1[CH:11]=[CH:10][C:9]2[N:8]=[CH:7][C:6]3[N:12]([CH3:23])[C:13](=[O:22])[N:14]([C:15]4[C:16]([CH3:21])=[N:17][N:18]([CH3:20])[CH:19]=4)[C:5]=3[C:4]=2[CH:3]=1.[F:24][CH2:25][CH:26]([CH2:43][F:44])[O:27][C:28]1[CH:29]=[N:30][CH:31]=[C:32](B2OC(C)(C)C(C)(C)O2)[CH:33]=1. (5) Given the product [CH2:12]([O:11][CH2:10][O:9][C:6]1[CH:7]=[CH:8][C:3]([CH2:1][CH3:2])=[C:4]([C:23]2[CH:28]=[CH:27][C:26]([C:29](=[O:32])[CH2:30][CH3:31])=[CH:25][C:24]=2[CH2:33][CH3:34])[CH:5]=1)[CH3:13], predict the reactants needed to synthesize it. The reactants are: [CH2:1]([C:3]1[CH:8]=[CH:7][C:6]([O:9][CH2:10][O:11][CH2:12][CH3:13])=[CH:5][C:4]=1B(O)O)[CH3:2].FC(F)(F)S(O[C:23]1[CH:28]=[CH:27][C:26]([C:29](=[O:32])[CH2:30][CH3:31])=[CH:25][C:24]=1[CH2:33][CH3:34])(=O)=O.